From a dataset of Catalyst prediction with 721,799 reactions and 888 catalyst types from USPTO. Predict which catalyst facilitates the given reaction. (1) Reactant: C([O:5][CH:6]([O:10][C:11]([CH3:14])([CH3:13])[CH3:12])N(C)C)(C)(C)C.C(O)(=O)[CH2:16][CH2:17][CH2:18][CH2:19][CH2:20][CH2:21][CH2:22][CH2:23][CH2:24][CH2:25][CH2:26][CH2:27][CH2:28][CH2:29][CH2:30][CH2:31][C:32]([OH:34])=[O:33]. Product: [C:11]([O:10][C:6](=[O:5])[CH2:16][CH2:17][CH2:18][CH2:19][CH2:20][CH2:21][CH2:22][CH2:23][CH2:24][CH2:25][CH2:26][CH2:27][CH2:28][CH2:29][CH2:30][CH2:31][C:32]([OH:34])=[O:33])([CH3:12])([CH3:13])[CH3:14]. The catalyst class is: 11. (2) Reactant: [Br:1][C:2]1[C:11]2[C:6](=[CH:7][CH:8]=[CH:9][C:10]=2[N+:12]([O-])=O)[CH:5]=[N:4][CH:3]=1.Cl.[OH-].[Na+]. Product: [Br:1][C:2]1[C:11]2[C:6](=[CH:7][CH:8]=[CH:9][C:10]=2[NH2:12])[CH:5]=[N:4][CH:3]=1. The catalyst class is: 8.